Dataset: Reaction yield outcomes from USPTO patents with 853,638 reactions. Task: Predict the reaction yield, written as a fraction of the theoretical maximum amount of product (1.0 means a 100% yield; for example, 0.34 means a 34% yield). (1) The reactants are [F:1][C:2]([F:6])([F:5])[CH2:3][NH2:4].[Li]CCCC.[Cl:12][C:13]1[CH:14]=[CH:15][CH:16]=[C:17]2[C:22]=1[N:21]=[C:20](S(CC)(=O)=O)[CH:19]=[C:18]2[O:28][CH2:29][C:30]1[CH:35]=[CH:34][C:33]([O:36][CH3:37])=[CH:32][CH:31]=1. The catalyst is O1CCCC1. The product is [Cl:12][C:13]1[CH:14]=[CH:15][CH:16]=[C:17]2[C:22]=1[N:21]=[C:20]([NH:4][CH2:3][C:2]([F:6])([F:5])[F:1])[CH:19]=[C:18]2[O:28][CH2:29][C:30]1[CH:35]=[CH:34][C:33]([O:36][CH3:37])=[CH:32][CH:31]=1. The yield is 0.670. (2) The reactants are [CH3:1][C:2]1[C:12](=[O:13])[C:11]2[CH:10]=[CH:9][CH:8]=[CH:7][C:6]=2[C:4](=[O:5])[CH:3]=1.[CH3:14][O:15][C:16]1[CH:21]=[CH:20][C:19]([O:22][CH3:23])=[CH:18][C:17]=1[CH2:24]C(O)=O. No catalyst specified. The product is [CH3:14][O:15][C:16]1[CH:21]=[CH:20][C:19]([O:22][CH3:23])=[CH:18][C:17]=1[CH2:24][C:3]1[C:4](=[O:5])[CH:6]2[CH:11]([C:12](=[O:13])[C:2]=1[CH3:1])[CH:10]=[CH:9][CH:8]=[CH:7]2. The yield is 0.800. (3) The reactants are Cl[CH2:2][CH:3]([OH:10])[CH2:4][N:5]1[CH:9]=[CH:8][N:7]=[N:6]1.[NH3:11]. The catalyst is CO. The product is [NH2:11][CH2:2][CH:3]([OH:10])[CH2:4][N:5]1[CH:9]=[CH:8][N:7]=[N:6]1. The yield is 1.00. (4) The catalyst is C(Cl)(Cl)Cl.CO. The product is [N:18]1[CH:19]=[CH:20][C:15]([CH:14]([C:21]2[CH:26]=[CH:25][N:24]=[CH:23][CH:22]=2)[CH2:13][NH:12][C:10]2[C:9]3[C:4](=[CH:5][CH:6]=[CH:7][CH:8]=3)[N:3]=[C:2]([C:32]3[CH:33]=[CH:34][C:29]([N:28]([CH3:38])[CH3:27])=[CH:30][CH:31]=3)[N:11]=2)=[CH:16][CH:17]=1. The reactants are Cl[C:2]1[N:11]=[C:10]([NH:12][CH2:13][CH:14]([C:21]2[CH:26]=[CH:25][N:24]=[CH:23][CH:22]=2)[C:15]2[CH:20]=[CH:19][N:18]=[CH:17][CH:16]=2)[C:9]2[C:4](=[CH:5][CH:6]=[CH:7][CH:8]=2)[N:3]=1.[CH3:27][N:28]([CH3:38])[C:29]1[CH:34]=[CH:33][C:32](B(O)O)=[CH:31][CH:30]=1.C1(C(C2C=CC=CN=2)CNC2C3C(=CC=CC=3)N=C(C3C=CC(NS(C)(=O)=O)=CC=3)N=2)C=CC=CC=1. The yield is 0.540. (5) The reactants are [CH3:1][O:2][C:3]1[CH:8]=[CH:7][CH:6]=[CH:5][C:4]=1[C:9]1[C:17]2[C:12](=[N:13][CH:14]=[C:15]([C:18]3[CH:19]=[C:20]([OH:24])[CH:21]=[CH:22][CH:23]=3)[CH:16]=2)[NH:11][CH:10]=1.[NH:25]1[CH2:30][CH2:29][O:28][CH2:27][CH2:26]1.[CH2:31]=O. The catalyst is CO.C1(C)C=CC=CC=1. The product is [CH3:1][O:2][C:3]1[CH:8]=[CH:7][CH:6]=[CH:5][C:4]=1[C:9]1[C:17]2[C:12](=[N:13][CH:14]=[C:15]([C:18]3[CH:23]=[CH:22][C:21]([CH2:31][N:25]4[CH2:30][CH2:29][O:28][CH2:27][CH2:26]4)=[C:20]([OH:24])[CH:19]=3)[CH:16]=2)[NH:11][CH:10]=1. The yield is 0.630.